From a dataset of Forward reaction prediction with 1.9M reactions from USPTO patents (1976-2016). Predict the product of the given reaction. (1) Given the reactants [CH3:1][O:2][C:3]1[CH:11]=[C:10]2[C:6]([C:7]([C@H:12]([CH2:16][CH3:17])[C:13]([OH:15])=[O:14])=[CH:8][CH2:9]2)=[CH:5][CH:4]=1.CCN(CC)CC, predict the reaction product. The product is: [CH3:1][O:2][C:3]1[CH:11]=[C:10]2[C:6](=[CH:5][CH:4]=1)[C@H:7]([C@H:12]([CH2:16][CH3:17])[C:13]([OH:15])=[O:14])[CH2:8][CH2:9]2. (2) The product is: [C:1]1([C:7]2([C:14]3[CH:23]=[C:22]([O:24][CH2:25][C:26]4[CH:35]=[CH:34][C:33]5[C:28](=[CH:29][CH:30]=[CH:31][CH:32]=5)[N:27]=4)[CH:21]=[CH:20][C:15]=3[C:16]([OH:18])=[O:17])[CH2:12][CH:11]3[CH2:13][CH:8]2[CH2:9][CH2:10]3)[CH:2]=[CH:3][CH:4]=[CH:5][CH:6]=1. Given the reactants [C:1]1([C:7]2([C:14]3[CH:23]=[C:22]([O:24][CH2:25][C:26]4[CH:35]=[CH:34][C:33]5[C:28](=[CH:29][CH:30]=[CH:31][CH:32]=5)[N:27]=4)[CH:21]=[CH:20][C:15]=3[C:16]([O:18]C)=[O:17])[CH2:12][CH:11]3[CH2:13][CH:8]2[CH2:9][CH2:10]3)[CH:6]=[CH:5][CH:4]=[CH:3][CH:2]=1.[OH-].[K+].Cl, predict the reaction product. (3) The product is: [CH:11]1[C:10]2[CH2:9][C:8]3[C:17](=[CH:18][CH:19]=[CH:6][CH:7]=3)[O:16][C:15]=2[CH:14]=[CH:13][CH:12]=1.[CH:39]1[C:40]2[C:49]3[C:44](=[CH:45][CH:46]=[CH:47][CH:48]=3)[C:41]=2[CH:42]=[CH:43][CH:38]=1. Given the reactants C(O[C:6]1[C:19](C)=[C:18](C)[C:17]2[O:16][C:15]3[C:10](=[C:11](C)[C:12](OCC4OC4)=[C:13](C)[C:14]=3C)[CH:9](C3C=CC=CC=3)[C:8]=2[C:7]=1C)C1OC1.O[C:38]1[CH:43]=[CH:42][C:41]([C:44]2[CH:49]=[CH:48][C:47](O)=[CH:46][CH:45]=2)=[CH:40][CH:39]=1.C1(P(C2C=CC=CC=2)C2C=CC=CC=2)C=CC=CC=1, predict the reaction product. (4) Given the reactants [Si]([O:8][CH2:9][C:10]([C:13]1[CH:31]=[CH:30][C:16]([C:17]([NH:19][C:20]2[N:21]=[C:22]3[CH:27]=[CH:26][C:25](I)=[CH:24][N:23]3[CH:29]=2)=[O:18])=[CH:15][CH:14]=1)([CH3:12])[CH3:11])(C(C)(C)C)(C)C.[CH3:32][N:33]1[CH:37]=[C:36](B2OC(C)(C)C(C)(C)O2)[CH:35]=[N:34]1, predict the reaction product. The product is: [OH:8][CH2:9][C:10]([C:13]1[CH:31]=[CH:30][C:16]([C:17]([NH:19][C:20]2[N:21]=[C:22]3[CH:27]=[CH:26][C:25]([C:36]4[CH:35]=[N:34][N:33]([CH3:32])[CH:37]=4)=[CH:24][N:23]3[CH:29]=2)=[O:18])=[CH:15][CH:14]=1)([CH3:12])[CH3:11].